This data is from Reaction yield outcomes from USPTO patents with 853,638 reactions. The task is: Predict the reaction yield, written as a fraction of the theoretical maximum amount of product (1.0 means a 100% yield; for example, 0.34 means a 34% yield). (1) The reactants are F[C:2]1[CH:9]=[CH:8][C:5]([C:6]#[N:7])=[C:4]([C:10]([F:13])([F:12])[F:11])[C:3]=1[CH3:14].[NH2:15][C@H:16]([C:20]([OH:23])([CH3:22])[CH3:21])[C:17]([OH:19])=[O:18].C([O-])([O-])=O.[K+].[K+]. The catalyst is CS(C)=O. The product is [C:6]([C:5]1[CH:8]=[CH:9][C:2]([NH:15][C@H:16]([C:20]([OH:23])([CH3:22])[CH3:21])[C:17]([OH:19])=[O:18])=[C:3]([CH3:14])[C:4]=1[C:10]([F:13])([F:12])[F:11])#[N:7]. The yield is 0.970. (2) The reactants are [Br:1][C:2]1[CH:3]=[C:4]2[C:14](=[CH:15][CH:16]=1)[O:13][C:7]1[CH:8]=[N:9][C:10]([Cl:12])=[CH:11][C:6]=1[C:5]2([C:18]([CH3:20])=[CH2:19])[OH:17].B.C1C[O:25]CC1.[OH-].[Na+].OO. The catalyst is C1COCC1.O.CCOCC. The product is [Br:1][C:2]1[CH:3]=[C:4]2[C:14](=[CH:15][CH:16]=1)[O:13][C:7]1[CH:8]=[N:9][C:10]([Cl:12])=[CH:11][C:6]=1[C:5]2([CH:18]([CH3:20])[CH2:19][OH:25])[OH:17]. The yield is 0.750. (3) The reactants are [NH:1]1[CH2:6][CH2:5][CH2:4][CH2:3][CH:2]1[CH2:7][C:8]([O:10]C)=O.[NH2:12][NH2:13]. The catalyst is C(O)C. The product is [NH2:12][NH:13][C:8](=[O:10])[CH2:7][CH:2]1[CH2:3][CH2:4][CH2:5][CH2:6][NH:1]1. The yield is 1.00. (4) The catalyst is C1(C)C=CC=CC=1. The product is [CH:12]([N:13]1[CH2:16][CH:15]([O:17][S:2]([CH3:1])(=[O:4])=[O:3])[CH2:14]1)([C:6]1[CH:7]=[CH:8][CH:9]=[CH:10][CH:11]=1)[C:18]1[CH:19]=[CH:20][CH:21]=[CH:22][CH:23]=1. The reactants are [CH3:1][S:2](Cl)(=[O:4])=[O:3].[C:6]1([CH:12]([C:18]2[CH:23]=[CH:22][CH:21]=[CH:20][CH:19]=2)[N:13]2[CH2:16][CH:15]([OH:17])[CH2:14]2)[CH:11]=[CH:10][CH:9]=[CH:8][CH:7]=1.CCN(CC)CC. The yield is 0.410. (5) The reactants are [CH:1]1[CH:6]=[CH:5][CH:4]=[CH:3][CH:2]=1.S(=O)(=O)(O)O.[F:12][C:13](I)([F:15])[F:14].OO. The catalyst is S([O-])([O-])(=O)=O.[Fe+2].CS(C)=O. The product is [F:12][C:13]([C:1]1[CH:6]=[CH:5][CH:4]=[CH:3][CH:2]=1)([F:15])[F:14]. The yield is 0.200. (6) The reactants are [NH:1]1[C:10]2[C:5](=[CH:6][CH:7]=[C:8]([OH:11])[CH:9]=2)[CH2:4][CH2:3][CH2:2]1.[C:12]1(B(O)O)[CH:17]=[CH:16][CH:15]=[CH:14][CH:13]=1.C(N(CC)CC)C. The catalyst is ClCCl.C([O-])(=O)C.[Cu+2].C([O-])(=O)C. The product is [O:11]([C:8]1[CH:9]=[C:10]2[C:5]([CH2:4][CH2:3][CH2:2][NH:1]2)=[CH:6][CH:7]=1)[C:12]1[CH:17]=[CH:16][CH:15]=[CH:14][CH:13]=1. The yield is 0.0700. (7) The reactants are [C:1]([O:5][C:6](=[O:27])[NH:7][CH2:8][CH2:9][C:10]1[CH:15]=[CH:14][C:13]([O:16][C:17]2[CH:22]=[CH:21][CH:20]=[C:19]([C:23]([F:26])([F:25])[F:24])[CH:18]=2)=[CH:12][CH:11]=1)([CH3:4])([CH3:3])[CH3:2].[CH3:28]I. The catalyst is C1COCC1.[H-].[Na+]. The product is [C:1]([O:5][C:6](=[O:27])[N:7]([CH3:28])[CH2:8][CH2:9][C:10]1[CH:15]=[CH:14][C:13]([O:16][C:17]2[CH:22]=[CH:21][CH:20]=[C:19]([C:23]([F:25])([F:26])[F:24])[CH:18]=2)=[CH:12][CH:11]=1)([CH3:4])([CH3:2])[CH3:3]. The yield is 0.780. (8) The reactants are [CH2:1]([O:3][C:4]([CH:6]1[N:11]([S:12]([C:15]2[CH:20]=[CH:19][C:18]([F:21])=[CH:17][CH:16]=2)(=[O:14])=[O:13])[CH2:10][CH2:9][N:8](C(OC(C)(C)C)=O)[CH2:7]1)=[O:5])[CH3:2].FC(F)(F)C(O)=O. The catalyst is ClCCl. The product is [CH2:1]([O:3][C:4]([CH:6]1[CH2:7][NH:8][CH2:9][CH2:10][N:11]1[S:12]([C:15]1[CH:16]=[CH:17][C:18]([F:21])=[CH:19][CH:20]=1)(=[O:13])=[O:14])=[O:5])[CH3:2]. The yield is 0.900.